This data is from Full USPTO retrosynthesis dataset with 1.9M reactions from patents (1976-2016). The task is: Predict the reactants needed to synthesize the given product. Given the product [Br:1][C:2]1[N:6]([C@H:7]2[C@H:12]([OH:13])[C@H:11]([OH:17])[C@@H:10]([CH2:21][OH:22])[O:9][CH2:8]2)[C:5]2[CH:26]=[C:27]([Cl:31])[C:28]([Cl:30])=[CH:29][C:4]=2[N:3]=1, predict the reactants needed to synthesize it. The reactants are: [Br:1][C:2]1[N:6]([C@H:7]2[C@H:12]([O:13]C(=O)C)[C@H:11]([O:17]C(=O)C)[C@@H:10]([CH2:21][O:22]C(=O)C)[O:9][CH2:8]2)[C:5]2[CH:26]=[C:27]([Cl:31])[C:28]([Cl:30])=[CH:29][C:4]=2[N:3]=1.CO.C(O)C.C(=O)([O-])[O-].[Na+].[Na+].CO.C(Cl)(Cl)Cl.